From a dataset of Full USPTO retrosynthesis dataset with 1.9M reactions from patents (1976-2016). Predict the reactants needed to synthesize the given product. (1) The reactants are: [CH3:1][O:2][C:3]1[CH:9]=[CH:8][C:6]([NH2:7])=[CH:5][CH:4]=1.[I-].[Li+].[NH:12]([C:16]1[CH:25]=[C:24]2[C:19]([C:20]([CH2:27][C:28]3[CH:33]=[CH:32][N:31]=[CH:30][CH:29]=3)=[N:21][N:22]=[C:23]2[Cl:26])=[CH:18][CH:17]=1)[C:13]([CH3:15])=[O:14]. Given the product [ClH:26].[NH:12]([C:16]1[CH:25]=[C:24]2[C:19]([C:20]([CH2:27][C:28]3[CH:29]=[CH:30][N:31]=[CH:32][CH:33]=3)=[N:21][N:22]=[C:23]2[NH:7][C:6]2[CH:8]=[CH:9][C:3]([O:2][CH3:1])=[CH:4][CH:5]=2)=[CH:18][CH:17]=1)[C:13]([CH3:15])=[O:14], predict the reactants needed to synthesize it. (2) Given the product [CH3:27][NH:30][C:6](=[O:7])[C:5]1[CH:9]=[CH:10][C:2]([CH3:1])=[C:3]([C:11]2[CH:12]=[C:13]3[C:18](=[CH:19][CH:20]=2)[C:17]([N:21]2[CH2:26][CH2:25][O:24][CH2:23][CH2:22]2)=[N:16][N:15]=[CH:14]3)[CH:4]=1, predict the reactants needed to synthesize it. The reactants are: [CH3:1][C:2]1[CH:10]=[CH:9][C:5]([C:6](O)=[O:7])=[CH:4][C:3]=1[C:11]1[CH:12]=[C:13]2[C:18](=[CH:19][CH:20]=1)[C:17]([N:21]1[CH2:26][CH2:25][O:24][CH2:23][CH2:22]1)=[N:16][N:15]=[CH:14]2.[CH:27]([N:30](C(C)C)CC)(C)C.CN. (3) Given the product [C:16]([C:11]1[NH:10][C:9]([C:3]2[CH:4]=[CH:5][C:6]([Cl:8])=[CH:7][C:2]=2[Cl:1])=[C:13]([C:14]#[N:15])[CH:12]=1)(=[O:18])[CH3:17], predict the reactants needed to synthesize it. The reactants are: [Cl:1][C:2]1[CH:7]=[C:6]([Cl:8])[CH:5]=[CH:4][C:3]=1[C:9]1[NH:10][CH:11]=[CH:12][C:13]=1[C:14]#[N:15].[C:16](Cl)(=[O:18])[CH3:17].[Cl-].[Cl-].[Cl-].[Al+3].Cl.